From a dataset of Forward reaction prediction with 1.9M reactions from USPTO patents (1976-2016). Predict the product of the given reaction. (1) Given the reactants C(OC([N:8]1[CH2:14][CH2:13][CH2:12][N:11]([C:15]([N:17]2[CH2:22][CH2:21][O:20][CH2:19][CH2:18]2)=[O:16])[CH2:10][CH2:9]1)=O)(C)(C)C.Cl, predict the reaction product. The product is: [N:11]1([C:15]([N:17]2[CH2:18][CH2:19][O:20][CH2:21][CH2:22]2)=[O:16])[CH2:12][CH2:13][CH2:14][NH:8][CH2:9][CH2:10]1. (2) The product is: [C:50]([C@@H:40]([NH:41][C:42]([O:44][CH:45]1[CH2:46][CH2:47][CH2:48][CH2:49]1)=[O:43])[CH2:39][CH2:38][CH2:37][CH2:36][CH2:35][CH2:34][CH2:33][NH:32][C:27]1[CH:28]=[CH:29][CH:30]=[CH:31][C:26]=1[S:23]([NH:22][C:20]([C@@:15]1([NH:14][C:13]([C@H:12]2[NH:8][CH2:9][C@H:10]([O:54][C:55]([N:57]3[CH2:65][C:64]4[C:59](=[CH:60][CH:61]=[CH:62][C:63]=4[F:66])[CH2:58]3)=[O:56])[CH2:11]2)=[O:53])[CH2:17][C@H:16]1[CH:18]=[CH2:19])=[O:21])(=[O:24])=[O:25])([OH:52])=[O:51]. Given the reactants C(OC([N:8]1[C@H:12]([C:13](=[O:53])[NH:14][C@:15]2([C:20]([NH:22][S:23]([C:26]3[CH:31]=[CH:30][CH:29]=[CH:28][C:27]=3[NH:32][CH2:33][CH2:34][CH2:35][CH2:36][CH2:37][CH2:38][CH2:39][C@@H:40]([C:50]([OH:52])=[O:51])[NH:41][C:42]([O:44][CH:45]3[CH2:49][CH2:48][CH2:47][CH2:46]3)=[O:43])(=[O:25])=[O:24])=[O:21])[CH2:17][C@H:16]2[CH:18]=[CH2:19])[CH2:11][C@@H:10]([O:54][C:55]([N:57]2[CH2:65][C:64]3[C:59](=[CH:60][CH:61]=[CH:62][C:63]=3[F:66])[CH2:58]2)=[O:56])[CH2:9]1)=O)(C)(C)C.C(O)(C(F)(F)F)=O, predict the reaction product. (3) Given the reactants [CH3:1][C:2]([CH3:31])([CH3:30])[CH2:3][NH:4][C:5]([C:7]1[CH:8]=[C:9]([C:26]([O:28]C)=[O:27])[C:10]([C:13]2[CH:18]=[C:17]([C:19]([NH:21][CH2:22][CH2:23][OH:24])=[O:20])[CH:16]=[CH:15][C:14]=2[CH3:25])=[CH:11][CH:12]=1)=[O:6].[OH-].N.C(O)(=O)C, predict the reaction product. The product is: [CH3:1][C:2]([CH3:31])([CH3:30])[CH2:3][NH:4][C:5]([C:7]1[CH:8]=[C:9]([C:26]([OH:28])=[O:27])[C:10]([C:13]2[CH:18]=[C:17]([C:19]([NH:21][CH2:22][CH2:23][OH:24])=[O:20])[CH:16]=[CH:15][C:14]=2[CH3:25])=[CH:11][CH:12]=1)=[O:6]. (4) Given the reactants [CH2:1]([O:8][C:9]([N:11]([CH2:32][C:33]([N:35]1[CH2:39][C@@H:38]([F:40])[CH2:37][C@H:36]1[C:41]#[N:42])=[O:34])[C:12]12[CH2:19][CH2:18][C:15]([C:20](ON3C4C=CC=CC=4N=N3)=[O:21])([CH2:16][CH2:17]1)[CH2:14][CH2:13]2)=[O:10])[C:2]1[CH:7]=[CH:6][CH:5]=[CH:4][CH:3]=1.[CH2:43]([NH2:45])[CH3:44], predict the reaction product. The product is: [CH2:1]([O:8][C:9]([N:11]([CH2:32][C:33]([N:35]1[CH2:39][C@@H:38]([F:40])[CH2:37][C@H:36]1[C:41]#[N:42])=[O:34])[C:12]12[CH2:13][CH2:14][C:15]([C:20]([NH:45][CH2:43][CH3:44])=[O:21])([CH2:18][CH2:19]1)[CH2:16][CH2:17]2)=[O:10])[C:2]1[CH:3]=[CH:4][CH:5]=[CH:6][CH:7]=1. (5) The product is: [OH:1][C:2]12[CH2:9][CH2:8][C:5]([C:10]3[NH:18][C:17]4[C:16](=[S:25])[NH:15][C:14](=[O:20])[N:13]([CH2:21][CH2:22][CH3:23])[C:12]=4[N:11]=3)([CH2:6][CH2:7]1)[CH2:4][CH2:3]2. Given the reactants [OH:1][C:2]12[CH2:9][CH2:8][C:5]([C:10]3[NH:18][C:17]4[C:16](=O)[NH:15][C:14](=[O:20])[N:13]([CH2:21][CH2:22][CH3:23])[C:12]=4[N:11]=3)([CH2:6][CH2:7]1)[CH2:4][CH2:3]2.P12(SP3(SP(SP(S3)(S1)=S)(=S)S2)=S)=[S:25], predict the reaction product. (6) Given the reactants [Br:1][C:2]1[C:3]([CH3:9])=[C:4]([NH2:8])[CH:5]=[CH:6][CH:7]=1.CCN(C(C)C)C(C)C.[C:19](Cl)(=[O:21])[CH3:20], predict the reaction product. The product is: [Br:1][C:2]1[C:3]([CH3:9])=[C:4]([NH:8][C:19](=[O:21])[CH3:20])[CH:5]=[CH:6][CH:7]=1. (7) Given the reactants [P:1]([O-:6])([O:4][CH3:5])[S:2]C.[C:7]([O:11][C:12]([C:14]1[C:23]2[C:18](=[CH:19][CH:20]=[C:21]([CH2:24]Br)[CH:22]=2)[CH:17]=[CH:16][CH:15]=1)=[O:13])([CH3:10])([CH3:9])[CH3:8].[OH-].[Na+].Cl[CH2:29]Cl, predict the reaction product. The product is: [C:7]([O:11][C:12]([C:14]1[C:23]2[C:18](=[CH:19][CH:20]=[C:21]([CH2:24][P:1]([O:6][CH3:29])([O:4][CH3:5])=[S:2])[CH:22]=2)[CH:17]=[CH:16][CH:15]=1)=[O:13])([CH3:10])([CH3:9])[CH3:8].